Predict the product of the given reaction. From a dataset of Forward reaction prediction with 1.9M reactions from USPTO patents (1976-2016). (1) Given the reactants [C:1]([N:4]1[C:13]2[C:8](=[CH:9][C:10]([NH:14][C:15](=[O:23])[C:16]3[CH:21]=[CH:20][C:19](I)=[CH:18][CH:17]=3)=[CH:11][CH:12]=2)[C:7]([C:25]2[CH:30]=[CH:29][CH:28]=[CH:27][CH:26]=2)([CH3:24])[CH2:6][C:5]1([CH3:32])[CH3:31])(=[O:3])[CH3:2].B1([C:39]2[CH:44]=[CH:43][CH:42]=[N:41][CH:40]=2)OCCCO1.[F-].[Cs+].C1(P(C2C=CC=CC=2)C2C=CC=CC=2)C=CC=CC=1, predict the reaction product. The product is: [C:1]([N:4]1[C:13]2[C:8](=[CH:9][C:10]([NH:14][C:15](=[O:23])[C:16]3[CH:21]=[CH:20][C:19]([C:39]4[CH:40]=[N:41][CH:42]=[CH:43][CH:44]=4)=[CH:18][CH:17]=3)=[CH:11][CH:12]=2)[C:7]([C:25]2[CH:30]=[CH:29][CH:28]=[CH:27][CH:26]=2)([CH3:24])[CH2:6][C:5]1([CH3:32])[CH3:31])(=[O:3])[CH3:2]. (2) Given the reactants C(C1N=C(N2CCC(F)(F)C2)C2N=NN(CC)C=2N=1)(C)(C)C.[C:23]([C:27]1[N:28]=[C:29]([N:36]2[CH2:40][CH2:39][C:38]([F:42])([F:41])[CH2:37]2)[C:30]2[N:35]=[N:34][NH:33][C:31]=2[N:32]=1)([CH3:26])([CH3:25])[CH3:24].FC(F)(F)S(O[CH2:49][C:50]([F:53])([F:52])[F:51])(=O)=O, predict the reaction product. The product is: [C:23]([C:27]1[N:28]=[C:29]([N:36]2[CH2:40][CH2:39][C:38]([F:41])([F:42])[CH2:37]2)[C:30]2[N:35]=[N:34][N:33]([CH2:49][C:50]([F:53])([F:52])[F:51])[C:31]=2[N:32]=1)([CH3:26])([CH3:24])[CH3:25]. (3) The product is: [Si:1]([O:8][CH2:9][C:10]1[CH:11]=[C:12]([C:21]2[CH:26]=[N:25][C:24]([O:27][CH2:28][C:29]([F:31])([F:32])[F:30])=[CH:23][CH:22]=2)[C:13]([F:16])=[N:14][CH:15]=1)([C:4]([CH3:7])([CH3:6])[CH3:5])([CH3:3])[CH3:2]. Given the reactants [Si:1]([O:8][CH2:9][C:10]1[CH:11]=[C:12](B(O)O)[C:13]([F:16])=[N:14][CH:15]=1)([C:4]([CH3:7])([CH3:6])[CH3:5])([CH3:3])[CH3:2].Br[C:21]1[CH:22]=[CH:23][C:24]([O:27][CH2:28][C:29]([F:32])([F:31])[F:30])=[N:25][CH:26]=1.C([O-])([O-])=O.[Na+].[Na+], predict the reaction product. (4) Given the reactants [NH2:1][C:2]1[CH:3]=[C:4]2[O:11][CH2:10][CH:9]([NH:12][C:13](=[O:16])[CH2:14][CH3:15])[CH2:8][C:5]2=[N:6][CH:7]=1.[CH:17]([C:20]1[CH:25]=[CH:24][C:23]([S:26](Cl)(=[O:28])=[O:27])=[CH:22][CH:21]=1)([CH3:19])[CH3:18], predict the reaction product. The product is: [CH:17]([C:20]1[CH:25]=[CH:24][C:23]([S:26]([NH:1][C:2]2[CH:3]=[C:4]3[O:11][CH2:10][CH:9]([NH:12][C:13](=[O:16])[CH2:14][CH3:15])[CH2:8][C:5]3=[N:6][CH:7]=2)(=[O:28])=[O:27])=[CH:22][CH:21]=1)([CH3:19])[CH3:18]. (5) Given the reactants C([O:8][C:9]1[CH:10]=[C:11]([C:15]2[CH:24]=[C:23]3[C:18]([CH2:19][CH2:20][CH:21]([C:25]([O:27][CH3:28])=[O:26])[CH2:22]3)=[CH:17][CH:16]=2)[CH:12]=[CH:13][CH:14]=1)C1C=CC=CC=1, predict the reaction product. The product is: [OH:8][C:9]1[CH:10]=[C:11]([C:15]2[CH:24]=[C:23]3[C:18]([CH2:19][CH2:20][CH:21]([C:25]([O:27][CH3:28])=[O:26])[CH2:22]3)=[CH:17][CH:16]=2)[CH:12]=[CH:13][CH:14]=1. (6) Given the reactants [C:1]([O:5][C:6]([N:8]1[CH2:13][C@@H:12]([N:14]([C:19]([C:21]2[N:25]([CH2:26][CH2:27][CH2:28][CH2:29][O:30][CH3:31])[C:24]3[CH:32]=[CH:33][CH:34]=[CH:35][C:23]=3[N:22]=2)=[O:20])[CH2:15][CH:16]([CH3:18])[CH3:17])[CH2:11][C@@H:10]([C:36](O)=O)[CH2:9]1)=[O:7])([CH3:4])([CH3:3])[CH3:2].[C:39]1([NH2:46])[CH:44]=[CH:43][CH:42]=[CH:41][C:40]=1[NH2:45].N1(O)C2C=CC=CC=2N=N1.C(N(CC)C(C)C)(C)C.CCN=C=NCCCN(C)C.Cl, predict the reaction product. The product is: [NH:45]1[C:40]2[CH:41]=[CH:42][CH:43]=[CH:44][C:39]=2[N:46]=[C:36]1[C@@H:10]1[CH2:11][C@H:12]([N:14]([C:19]([C:21]2[N:25]([CH2:26][CH2:27][CH2:28][CH2:29][O:30][CH3:31])[C:24]3[CH:32]=[CH:33][CH:34]=[CH:35][C:23]=3[N:22]=2)=[O:20])[CH2:15][CH:16]([CH3:18])[CH3:17])[CH2:13][N:8]([C:6]([O:5][C:1]([CH3:3])([CH3:4])[CH3:2])=[O:7])[CH2:9]1. (7) Given the reactants [OH:1][N:2]=[C:3]([Cl:14])[C@H:4]1[CH2:8][O:7][C:6]2([CH2:13][CH2:12][CH2:11][CH2:10][CH2:9]2)[O:5]1.[CH3:15][S:16](Cl)(=[O:18])=[O:17].C(N(C(C)C)C(C)C)C, predict the reaction product. The product is: [CH3:15][S:16]([O:1][N:2]=[C:3]([Cl:14])[C@H:4]1[CH2:8][O:7][C:6]2([CH2:13][CH2:12][CH2:11][CH2:10][CH2:9]2)[O:5]1)(=[O:18])=[O:17].